Dataset: Full USPTO retrosynthesis dataset with 1.9M reactions from patents (1976-2016). Task: Predict the reactants needed to synthesize the given product. (1) The reactants are: [O:1]=[C:2]1[CH2:6][CH2:5][CH2:4][N:3]1[CH2:7][CH:8]=O.[NH2:10][C:11]1[C:12]([C:25]([O:27][CH2:28][CH3:29])=[O:26])=[N:13][CH:14]=[C:15]([CH2:17][C:18]2[CH:23]=[CH:22][C:21]([F:24])=[CH:20][CH:19]=2)[CH:16]=1. Given the product [F:24][C:21]1[CH:22]=[CH:23][C:18]([CH2:17][C:15]2[CH:16]=[C:11]([NH:10][CH2:8][CH2:7][N:3]3[CH2:4][CH2:5][CH2:6][C:2]3=[O:1])[C:12]([C:25]([O:27][CH2:28][CH3:29])=[O:26])=[N:13][CH:14]=2)=[CH:19][CH:20]=1, predict the reactants needed to synthesize it. (2) Given the product [CH:25]1([NH:28][C:22]([C:15]2[N:14]=[N:13][N:12]([C:9]3[CH:10]=[CH:11][C:6]([C:4]([NH:3][CH2:1][CH3:2])=[O:5])=[CH:7][CH:8]=3)[C:16]=2[C:17]2[S:18][CH:19]=[CH:20][CH:21]=2)=[O:23])[CH2:27][CH2:26]1, predict the reactants needed to synthesize it. The reactants are: [CH2:1]([NH:3][C:4]([C:6]1[CH:11]=[CH:10][C:9]([N:12]2[C:16]([C:17]3[S:18][CH:19]=[CH:20][CH:21]=3)=[C:15]([C:22](O)=[O:23])[N:14]=[N:13]2)=[CH:8][CH:7]=1)=[O:5])[CH3:2].[CH:25]1([NH2:28])[CH2:27][CH2:26]1.C1C=CC2N(O)N=NC=2C=1.CCN=C=NCCCN(C)C. (3) Given the product [Cl:1][C:2]1[CH:7]=[C:6]([N:13]2[CH2:14][CH2:15][C@@H:11]([NH:10][CH3:9])[CH2:12]2)[CH:5]=[CH:4][N:3]=1, predict the reactants needed to synthesize it. The reactants are: [Cl:1][C:2]1[CH:7]=[C:6](Br)[CH:5]=[CH:4][N:3]=1.[CH3:9][NH:10][C@@H:11]1[CH2:15][CH2:14][NH:13][CH2:12]1.CC(C)([O-])C.[Na+].C1(P(C2C=CC=CC=2)C2C3OC4C(=CC=CC=4P(C4C=CC=CC=4)C4C=CC=CC=4)C(C)(C)C=3C=CC=2)C=CC=CC=1. (4) The reactants are: [N+:1]([C:4]1[N:5]=[CH:6][NH:7][CH:8]=1)([O-:3])=[O:2].Br[CH:10]([CH2:13][CH3:14])[CH2:11][CH3:12]. Given the product [CH2:11]([CH:10]([N:7]1[CH:8]=[C:4]([N+:1]([O-:3])=[O:2])[N:5]=[CH:6]1)[CH2:13][CH3:14])[CH3:12], predict the reactants needed to synthesize it. (5) Given the product [CH3:1][O:2][C:3]1[CH:12]=[C:11]2[C:6](=[CH:5][C:4]=1[CH3:16])[C:7]([CH3:15])([CH3:14])[CH2:8][CH:9]=[C:10]2[CH3:20], predict the reactants needed to synthesize it. The reactants are: [CH3:1][O:2][C:3]1[CH:12]=[C:11]2[C:6]([C:7]([CH3:15])([CH3:14])[CH2:8][CH2:9][C:10]2=O)=[CH:5][C:4]=1[CH3:16].C[Mg+].[Br-].[CH2:20](OCC)C. (6) Given the product [CH:25]1[CH:26]=[CH:27][N:28]2[CH2:34][C:33]3[CH:35]=[CH:36][CH:37]=[CH:38][C:32]=3[N:31]([C:15]([C:12]3[CH:13]=[CH:14][C:9]([C:4]4[CH:5]=[CH:6][CH:7]=[CH:8][C:3]=4[O:2][CH3:1])=[C:10]([CH3:18])[CH:11]=3)=[O:17])[CH2:30][C:29]=12, predict the reactants needed to synthesize it. The reactants are: [CH3:1][O:2][C:3]1[CH:8]=[CH:7][CH:6]=[CH:5][C:4]=1[C:9]1[CH:14]=[CH:13][C:12]([C:15]([OH:17])=O)=[CH:11][C:10]=1[CH3:18].C(Cl)(=O)C(Cl)=O.[CH:25]1[CH:26]=[CH:27][N:28]2[CH2:34][C:33]3[CH:35]=[CH:36][CH:37]=[CH:38][C:32]=3[NH:31][CH2:30][C:29]=12.C(N(CC)C(C)C)(C)C. (7) Given the product [CH3:8][C:7]1[C:3]([CH2:1][CH3:2])=[C:4]([CH3:5])[NH:11][N:10]=1, predict the reactants needed to synthesize it. The reactants are: [CH2:1]([CH:3]([C:7](=O)[CH3:8])[C:4](=O)[CH3:5])[CH3:2].[NH2:10][NH2:11]. (8) Given the product [CH3:11][O:12][C:13]1[CH:22]=[C:21]2[C:16]([CH2:17][CH2:18][CH:19]([CH3:25])[C:20]2=[O:23])=[CH:15][CH:14]=1, predict the reactants needed to synthesize it. The reactants are: C[Si]([N-][Si](C)(C)C)(C)C.[Li+].[CH3:11][O:12][C:13]1[CH:22]=[C:21]2[C:16]([CH2:17][CH2:18][CH2:19][C:20]2=[O:23])=[CH:15][CH:14]=1.I[CH3:25].